Dataset: Full USPTO retrosynthesis dataset with 1.9M reactions from patents (1976-2016). Task: Predict the reactants needed to synthesize the given product. (1) Given the product [CH3:24][N:25]1[CH:29]=[CH:28][C:27]([NH:30][C:2]2[C:7]([C:8]([O:10][CH2:11][CH3:12])=[O:9])=[CH:6][N:5]=[C:4]([S:13][CH3:14])[N:3]=2)=[N:26]1, predict the reactants needed to synthesize it. The reactants are: Cl[C:2]1[C:7]([C:8]([O:10][CH2:11][CH3:12])=[O:9])=[CH:6][N:5]=[C:4]([S:13][CH3:14])[N:3]=1.CCN(C(C)C)C(C)C.[CH3:24][N:25]1[CH:29]=[CH:28][C:27]([NH2:30])=[N:26]1. (2) Given the product [CH3:23][O:24][C:2]1[N:3]=[N:4][C:5]([CH3:22])=[C:6]([C:17]2[S:18][CH:19]=[CH:20][CH:21]=2)[C:7]=1[C:8]1[C:13]([F:14])=[CH:12][C:11]([F:15])=[CH:10][C:9]=1[F:16].[F:16][C:9]1[CH:10]=[C:11]([O:24][CH3:23])[CH:12]=[C:13]([F:14])[C:8]=1[C:7]1[C:6]([C:17]2[S:18][CH:19]=[CH:20][CH:21]=2)=[C:5]([CH3:22])[N:4]=[N:3][C:2]=1[O:27][CH3:26], predict the reactants needed to synthesize it. The reactants are: Cl[C:2]1[N:3]=[N:4][C:5]([CH3:22])=[C:6]([C:17]2[S:18][CH:19]=[CH:20][CH:21]=2)[C:7]=1[C:8]1[C:13]([F:14])=[CH:12][C:11]([F:15])=[CH:10][C:9]=1[F:16].[CH3:23][O-:24].[Na+].[CH3:26][OH:27]. (3) Given the product [Cl:1][C:2]1[CH:3]=[C:4]([CH:23]=[CH:24][C:25]=1[F:26])[CH2:5][N:6]1[CH2:15][CH2:14][C:13]2[C:8](=[C:9]([OH:20])[C:10](=[O:19])[N:11]([CH3:18])[C:12]=2[CH2:16][CH3:17])[C:7]1=[O:22], predict the reactants needed to synthesize it. The reactants are: [Cl:1][C:2]1[CH:3]=[C:4]([CH:23]=[CH:24][C:25]=1[F:26])[CH2:5][N:6]1[CH2:15][CH2:14][C:13]2[C:8](=[C:9]([O:20]C)[C:10](=[O:19])[N:11]([CH3:18])[C:12]=2[CH2:16][CH3:17])[C:7]1=[O:22].Br. (4) The reactants are: [NH2:1][C:2]1[N:6]([CH:7]2[CH2:12][CH2:11][CH2:10][N:9]([C:13]#[N:14])[CH2:8]2)[N:5]=[C:4]([C:15]2[CH:20]=[CH:19][C:18]([O:21][C:22]3[CH:27]=[CH:26][C:25]([F:28])=[CH:24][C:23]=3F)=[CH:17][CH:16]=2)[C:3]=1[C:30]([NH2:32])=[O:31].F[C:34]1C=CC(O)=C(C)C=1. Given the product [NH2:1][C:2]1[N:6]([CH:7]2[CH2:12][CH2:11][CH2:10][N:9]([C:13]#[N:14])[CH2:8]2)[N:5]=[C:4]([C:15]2[CH:20]=[CH:19][C:18]([O:21][C:22]3[CH:27]=[CH:26][C:25]([F:28])=[CH:24][C:23]=3[CH3:34])=[CH:17][CH:16]=2)[C:3]=1[C:30]([NH2:32])=[O:31], predict the reactants needed to synthesize it.